This data is from Full USPTO retrosynthesis dataset with 1.9M reactions from patents (1976-2016). The task is: Predict the reactants needed to synthesize the given product. The reactants are: [Br:1][C:2]1[C:3]2[CH:22]=[CH:21][CH:20]=[CH:19][C:4]=2[C:5]2[CH2:6][N:7]([C@H:12]3[CH2:17]C[CH2:15][CH2:14][C@@H:13]3[OH:18])[C:8](=[O:11])[C:9]=2[CH:10]=1.NC1CCCCC1[OH:30]. Given the product [Br:1][C:2]1[C:3]2[CH:22]=[CH:21][CH:20]=[CH:19][C:4]=2[C:5]2[CH2:6][N:7]([C@@H:12]3[C@@H:13]([OH:18])[CH2:14][CH2:15][O:30][CH2:17]3)[C:8](=[O:11])[C:9]=2[CH:10]=1, predict the reactants needed to synthesize it.